Dataset: Retrosynthesis with 50K atom-mapped reactions and 10 reaction types from USPTO. Task: Predict the reactants needed to synthesize the given product. (1) Given the product NC(CCCc1ccccc1)C(=O)O, predict the reactants needed to synthesize it. The reactants are: CC(=O)NC(CCCc1ccccc1)C(=O)O. (2) The reactants are: COc1cc(OC)nc(OCCn2cc([N+](=O)[O-])cn2)n1. Given the product COc1cc(OC)nc(OCCn2cc(N)cn2)n1, predict the reactants needed to synthesize it. (3) Given the product CCOC(=O)c1ccc(CN([C@@H](CC)c2ccccc2)S(=O)(=O)c2ccc(Cl)cc2)nc1, predict the reactants needed to synthesize it. The reactants are: CCOC(=O)c1ccc(CBr)nc1.CC[C@H](NS(=O)(=O)c1ccc(Cl)cc1)c1ccccc1. (4) Given the product O=C(O)c1cccc(C(F)(F)N2CCC(OC(c3ccccc3)c3ccccc3)CC2)n1, predict the reactants needed to synthesize it. The reactants are: COC(=O)c1cccc(C(F)(F)N2CCC(OC(c3ccccc3)c3ccccc3)CC2)n1. (5) Given the product CC(C)(C)OC(=O)NC(C(=O)O)C(F)(F)F, predict the reactants needed to synthesize it. The reactants are: CC(C)(C)OC(=O)OC(=O)OC(C)(C)C.NC(C(=O)O)C(F)(F)F. (6) Given the product CCOC(=O)C1CN(C(=O)OC(C)(C)C)c2cc(Cl)c([N+](=O)[O-])c([N+](=O)[O-])c2O1, predict the reactants needed to synthesize it. The reactants are: CC(C)(C)OC(=O)OC(=O)OC(C)(C)C.CCOC(=O)C1CNc2cc(Cl)c([N+](=O)[O-])c([N+](=O)[O-])c2O1. (7) Given the product COC(=O)C1CCN(c2cc(CN[C@H](C)c3ccccc3)ccc2Cl)CC1, predict the reactants needed to synthesize it. The reactants are: COC(=O)C1CCN(c2cc(C=O)ccc2Cl)CC1.C[C@@H](N)c1ccccc1. (8) The reactants are: CNS(N)(=O)=O.N#CC1(COc2cc(F)c(C(=O)O)cc2Cl)C2CC3CC(C2)CC1C3. Given the product CNS(=O)(=O)NC(=O)c1cc(Cl)c(OCC2(C#N)C3CC4CC(C3)CC2C4)cc1F, predict the reactants needed to synthesize it. (9) Given the product O=C(CO)[C@@H]1CCCN1C(=O)[C@@H]1CCCN1C(=O)NCc1ccccc1, predict the reactants needed to synthesize it. The reactants are: CC(=O)OCC(=O)[C@@H]1CCCN1C(=O)[C@@H]1CCCN1C(=O)NCc1ccccc1. (10) Given the product C=C(OCC)c1cnc(OCC2CC2)nc1, predict the reactants needed to synthesize it. The reactants are: Brc1cnc(OCC2CC2)nc1.C=C(OCC)[Sn](CCCC)(CCCC)CCCC.